From a dataset of Reaction yield outcomes from USPTO patents with 853,638 reactions. Predict the reaction yield, written as a fraction of the theoretical maximum amount of product (1.0 means a 100% yield; for example, 0.34 means a 34% yield). (1) The yield is 0.480. The product is [C:1]([O:4][CH2:5][C@@H:6]([OH:21])[C@@H:7]([OH:13])[C@H:8]([OH:12])[CH2:9][CH:10]=[O:11])(=[O:3])[CH3:2]. The reactants are [C:1]([O:4][CH2:5][C@@H:6]([OH:21])[C@@H:7]([O:13]CC1C=CC=CC=1)[C@H:8]([OH:12])[CH2:9][CH:10]=[O:11])(=[O:3])[CH3:2]. The catalyst is C(O)C.[Pd]. (2) The reactants are Cl.[OH:2][C:3]1[CH:13]=[CH:12][C:6]([C:7](=N)OCC)=[CH:5][CH:4]=1.[NH2:14][C:15]1[CH:16]=[C:17]([CH:20]=[CH:21][C:22]=1[NH:23][CH:24]1[CH2:29][CH2:28][CH2:27][CH2:26][CH2:25]1)[C:18]#[N:19]. The catalyst is CO. The product is [OH:2][C:3]1[CH:13]=[CH:12][C:6]([C:7]2[N:23]([CH:24]3[CH2:25][CH2:26][CH2:27][CH2:28][CH2:29]3)[C:22]3[CH:21]=[CH:20][C:17]([C:18]#[N:19])=[CH:16][C:15]=3[N:14]=2)=[CH:5][CH:4]=1. The yield is 0.680. (3) The reactants are [Cl:1][C:2]1[N:10]=[C:9]2[C:5]([N:6]=[CH:7][NH:8]2)=[C:4]([NH2:11])[N:3]=1.C(=O)([O-])[O-].[K+].[K+].Br[CH2:19][C:20]1[CH:34]=[CH:33][C:23]([CH2:24][P:25](=[O:32])([O:29][CH2:30][CH3:31])[O:26][CH2:27][CH3:28])=[CH:22][CH:21]=1. The catalyst is CN(C=O)C. The product is [NH2:11][C:4]1[N:3]=[C:2]([Cl:1])[N:10]=[C:9]2[C:5]=1[N:6]=[CH:7][N:8]2[CH2:19][C:20]1[CH:34]=[CH:33][C:23]([CH2:24][P:25](=[O:32])([O:29][CH2:30][CH3:31])[O:26][CH2:27][CH3:28])=[CH:22][CH:21]=1. The yield is 0.180. (4) The reactants are [CH:1]1([O:6][C:7](=[O:33])[C@H:8]([NH:15]C(OCC2C3C=CC=CC=3C3C2=CC=CC=3)=O)[CH2:9][S:10][C:11]([CH3:14])([CH3:13])[CH3:12])[CH2:5][CH2:4][CH2:3][CH2:2]1.N1CCCCC1. The catalyst is CC#N. The product is [CH:1]1([O:6][C:7](=[O:33])[C@H:8]([NH2:15])[CH2:9][S:10][C:11]([CH3:12])([CH3:13])[CH3:14])[CH2:2][CH2:3][CH2:4][CH2:5]1. The yield is 0.730. (5) The reactants are [N+:1]([C:4]1[CH:9]=[CH:8][CH:7]=[CH:6][C:5]=1[CH2:10][C:11]([O:13][CH3:14])=[O:12])([O-])=O. The catalyst is CO.[Pd]. The product is [NH2:1][C:4]1[CH:9]=[CH:8][CH:7]=[CH:6][C:5]=1[CH2:10][C:11]([O:13][CH3:14])=[O:12]. The yield is 1.00. (6) The reactants are [CH3:1][C:2]1[C:3]([N+:10]([O-:12])=[O:11])=[C:4]([CH:7]=[CH:8][CH:9]=1)[CH2:5]O.C1(P(C2C=CC=CC=2)C2C=CC=CC=2)C=CC=CC=1.C1C=CC(P(C2C=CC=CC=2)C2C=CC=CC=2)=CC=1.[Br:51]Br. The catalyst is C(#N)C. The product is [CH3:1][C:2]1[C:3]([N+:10]([O-:12])=[O:11])=[C:4]([CH:7]=[CH:8][CH:9]=1)[CH2:5][Br:51]. The yield is 1.00. (7) The reactants are [O:1]([C:8]1[CH:16]=[CH:15][C:11]([C:12]([OH:14])=O)=[CH:10][CH:9]=1)[C:2]1[CH:7]=[CH:6][CH:5]=[CH:4][CH:3]=1.ON1C2C=CC=CC=2N=N1.Cl.CN(C)CCCN=C=NCC.C(N(CC)CC)C.[NH2:46][CH2:47][C:48]1[C:49]([OH:57])=[N:50][C:51]([CH3:56])=[CH:52][C:53]=1[O:54][CH3:55]. The catalyst is ClCCl.O. The product is [OH:57][C:49]1[C:48]([CH2:47][NH:46][C:12](=[O:14])[C:11]2[CH:10]=[CH:9][C:8]([O:1][C:2]3[CH:3]=[CH:4][CH:5]=[CH:6][CH:7]=3)=[CH:16][CH:15]=2)=[C:53]([O:54][CH3:55])[CH:52]=[C:51]([CH3:56])[N:50]=1. The yield is 0.370. (8) The reactants are CC(OI1(OC(C)=O)(OC(C)=O)OC(=O)C2C=CC=CC1=2)=O.[CH2:23]([N:30]1[CH2:35][CH2:34][CH2:33][CH:32]([CH:36]([C:38]2[C:43]([Cl:44])=[CH:42][N:41]=[C:40]3[N:45]([Si:48]([CH:55]([CH3:57])[CH3:56])([CH:52]([CH3:54])[CH3:53])[CH:49]([CH3:51])[CH3:50])[CH:46]=[CH:47][C:39]=23)[OH:37])[CH2:31]1)[C:24]1[CH:29]=[CH:28][CH:27]=[CH:26][CH:25]=1. The catalyst is C(Cl)Cl. The product is [CH2:23]([N:30]1[CH2:35][CH2:34][CH2:33][CH:32]([C:36]([C:38]2[C:43]([Cl:44])=[CH:42][N:41]=[C:40]3[N:45]([Si:48]([CH:52]([CH3:54])[CH3:53])([CH:55]([CH3:57])[CH3:56])[CH:49]([CH3:50])[CH3:51])[CH:46]=[CH:47][C:39]=23)=[O:37])[CH2:31]1)[C:24]1[CH:25]=[CH:26][CH:27]=[CH:28][CH:29]=1. The yield is 0.250.